Dataset: Reaction yield outcomes from USPTO patents with 853,638 reactions. Task: Predict the reaction yield, written as a fraction of the theoretical maximum amount of product (1.0 means a 100% yield; for example, 0.34 means a 34% yield). (1) The catalyst is O1CCOCC1. The reactants are [H-].[Na+].[CH3:3][O:4][CH2:5][CH2:6][OH:7].C(O[C:11](=[O:27])[C:12]1[CH:17]=[CH:16][CH:15]=[C:14](OCCN2CCOCC2)[CH:13]=1)C.F[C:29](F)(F)[C:30](O)=O.[CH:35]1([NH:38][C:39](=[O:49])[C:40]2[CH:45]=[CH:44][C:43]([CH3:46])=[C:42]([NH:47][NH2:48])[CH:41]=2)[CH2:37][CH2:36]1.[CH:50]([N:53](C(C)C)CC)(C)C. The product is [NH2:53][C:50]1[N:47]([C:42]2[CH:41]=[C:40]([CH:45]=[CH:44][C:43]=2[CH3:46])[C:39]([NH:38][CH:35]2[CH2:37][CH2:36]2)=[O:49])[N:48]=[CH:30][C:29]=1[C:11](=[O:27])[C:12]1[CH:13]=[CH:14][CH:15]=[C:16]([CH:3]2[O:7][CH2:6][CH2:5][O:4]2)[CH:17]=1. The yield is 0.170. (2) The reactants are [CH3:1][C:2]1([CH3:10])[CH2:9][C:7](=O)[CH2:6][C:4](=[O:5])[CH2:3]1.[F:11][C:12]([F:27])([F:26])[C:13]1[CH:18]=[CH:17][C:16]([C:19]2[C:23]([CH:24]=O)=[CH:22][NH:21][N:20]=2)=[CH:15][CH:14]=1.[C:28]([O:34][CH:35]([CH3:37])[CH3:36])(=[O:33])[CH2:29][C:30]([CH3:32])=O.C([O-])(=O)C.[NH4+:42]. The catalyst is C(O)C.C(OCC)(=O)C. The product is [CH3:32][C:30]1[NH:42][C:7]2[CH2:9][C:2]([CH3:1])([CH3:10])[CH2:3][C:4](=[O:5])[C:6]=2[CH:24]([C:23]2[C:19]([C:16]3[CH:17]=[CH:18][C:13]([C:12]([F:27])([F:26])[F:11])=[CH:14][CH:15]=3)=[N:20][NH:21][CH:22]=2)[C:29]=1[C:28]([O:34][CH:35]([CH3:37])[CH3:36])=[O:33]. The yield is 0.780. (3) The reactants are [CH:1]1([CH:5]([OH:17])[C:6]2[CH:16]=[CH:15][C:9]([C:10]([O:12]CC)=[O:11])=[CH:8][CH:7]=2)[CH2:4][CH2:3][CH2:2]1.O1CCCC1.O.O.[OH-].[Li+]. The catalyst is CO. The product is [CH:1]1([CH:5]([OH:17])[C:6]2[CH:16]=[CH:15][C:9]([C:10]([OH:12])=[O:11])=[CH:8][CH:7]=2)[CH2:4][CH2:3][CH2:2]1. The yield is 0.770. (4) The reactants are Br[C:2]1[CH:3]=[C:4]2[C:8](=[CH:9][CH:10]=1)[NH:7][C:6]([CH3:11])=[CH:5]2.[H-].[Na+].[Li]C(C)(C)C.[CH3:19][C:20]1([CH3:31])[C:24]([CH3:26])([CH3:25])[O:23][B:22](OC(C)C)[O:21]1. The catalyst is O1CCCC1. The product is [CH3:11][C:6]1[NH:7][C:8]2[C:4]([CH:5]=1)=[CH:3][C:2]([B:22]1[O:23][C:24]([CH3:26])([CH3:25])[C:20]([CH3:31])([CH3:19])[O:21]1)=[CH:10][CH:9]=2. The yield is 0.380.